This data is from Reaction yield outcomes from USPTO patents with 853,638 reactions. The task is: Predict the reaction yield, written as a fraction of the theoretical maximum amount of product (1.0 means a 100% yield; for example, 0.34 means a 34% yield). (1) The reactants are [CH3:1][O:2][C:3]1[CH:8]=[N:7][CH:6]=[CH:5][N:4]=1.C(OCC)C.C(OCCCC)CCC.[C:23]1([Li])[CH:28]=[CH:27][CH:26]=[CH:25][CH:24]=1. The catalyst is O. The product is [C:23]1([C:8]2[C:3]([O:2][CH3:1])=[N:4][CH:5]=[CH:6][N:7]=2)[CH:28]=[CH:27][CH:26]=[CH:25][CH:24]=1. The yield is 0.120. (2) The reactants are [CH3:1][N:2]([CH3:43])[CH2:3][CH2:4][NH:5][C:6]([C:8]1[C:17]2[N:16]=[C:15]3[C:18]([CH3:22])=[CH:19][CH:20]=[CH:21][C:14]3=[CH:13][C:12]=2[C:11](=[O:23])[N:10]([CH2:24][CH2:25][C:26]2[C:34]3[C:29](=[CH:30][CH:31]=[CH:32][CH:33]=3)[N:28](C(NCCN(C)C)=O)[CH:27]=2)[CH:9]=1)=[O:7].[OH-].[Na+]. The catalyst is C(O)C. The product is [CH3:43][N:2]([CH3:1])[CH2:3][CH2:4][NH:5][C:6]([C:8]1[C:17]2[N:16]=[C:15]3[C:18]([CH3:22])=[CH:19][CH:20]=[CH:21][C:14]3=[CH:13][C:12]=2[C:11](=[O:23])[N:10]([CH2:24][CH2:25][C:26]2[C:34]3[C:29](=[CH:30][CH:31]=[CH:32][CH:33]=3)[NH:28][CH:27]=2)[CH:9]=1)=[O:7]. The yield is 0.900. (3) The reactants are [Cl:1][C:2]1[CH:3]=[C:4]([CH:9]([C:26]2([OH:32])[CH2:31][CH2:30][CH2:29][CH2:28][CH2:27]2)[C:10]([N:12]2[CH2:17][CH2:16][CH:15]([NH:18][C:19](=[O:25])[O:20][C:21]([CH3:24])([CH3:23])[CH3:22])[CH2:14][CH2:13]2)=O)[CH:5]=[CH:6][C:7]=1[Cl:8].B. The catalyst is O1CCCC1. The product is [Cl:1][C:2]1[CH:3]=[C:4]([CH:9]([C:26]2([OH:32])[CH2:27][CH2:28][CH2:29][CH2:30][CH2:31]2)[CH2:10][N:12]2[CH2:17][CH2:16][CH:15]([NH:18][C:19](=[O:25])[O:20][C:21]([CH3:24])([CH3:22])[CH3:23])[CH2:14][CH2:13]2)[CH:5]=[CH:6][C:7]=1[Cl:8]. The yield is 0.530.